This data is from Reaction yield outcomes from USPTO patents with 853,638 reactions. The task is: Predict the reaction yield, written as a fraction of the theoretical maximum amount of product (1.0 means a 100% yield; for example, 0.34 means a 34% yield). The reactants are [N+:1]([C:4]1[CH:12]=[C:11]2[C:7]([CH:8]=[C:9]([C:13]#[N:14])[NH:10]2)=[CH:6][CH:5]=1)([O-])=O. The catalyst is [Ni].CCO. The product is [NH2:1][C:4]1[CH:12]=[C:11]2[C:7]([CH:8]=[C:9]([C:13]#[N:14])[NH:10]2)=[CH:6][CH:5]=1. The yield is 0.490.